Dataset: Peptide-MHC class I binding affinity with 185,985 pairs from IEDB/IMGT. Task: Regression. Given a peptide amino acid sequence and an MHC pseudo amino acid sequence, predict their binding affinity value. This is MHC class I binding data. (1) The peptide sequence is PSVRDLLDTA. The MHC is Patr-A0101 with pseudo-sequence Patr-A0101. The binding affinity (normalized) is 0. (2) The peptide sequence is VEIGLGMPF. The MHC is HLA-B40:01 with pseudo-sequence HLA-B40:01. The binding affinity (normalized) is 0.739. (3) The peptide sequence is YLHDPLTPY. The MHC is HLA-A30:01 with pseudo-sequence HLA-A30:01. The binding affinity (normalized) is 0.0847. (4) The peptide sequence is ILLKATLLAV. The MHC is HLA-A02:01 with pseudo-sequence HLA-A02:01. The binding affinity (normalized) is 0.925. (5) The peptide sequence is VQNEITLTH. The MHC is Patr-A0101 with pseudo-sequence Patr-A0101. The binding affinity (normalized) is 0. (6) The peptide sequence is FDDVQAPNY. The MHC is HLA-A30:02 with pseudo-sequence HLA-A30:02. The binding affinity (normalized) is 0.233.